Dataset: Drug-target binding data from BindingDB using IC50 measurements. Task: Regression. Given a target protein amino acid sequence and a drug SMILES string, predict the binding affinity score between them. We predict pIC50 (pIC50 = -log10(IC50 in M); higher means more potent). Dataset: bindingdb_ic50. (1) The compound is CONC(=O)c1cn(-c2ccc3c(c2)CCC3)c2nc(Nc3ccc(C4CCN(C)CC4)cc3)ncc2c1=O. The target protein sequence is NKCGRRNKFGINRPAVLAPEDGLAMSLHFMTLGGSSLSPTEGKGSGLQGHIIENPQYFSDACVHHIKRRDIVLKWELGEGAFGKVFLAECHNLLPEQDKMLVAVKALKEASESARQDFQREAELLTMLQHQHIVRFFGVCTEGRPLLMVFEYMRHGDLNRFLRSHGPDAKLLAGGEDVAPGPLGLGQLLAVASQVAAGMVYLAGLHFVHRDLATRNCLVGQGLVVKIGDFGMSRDIYSTDYYRVGGRTMLPIRWMPPESILYRKFTTESDVWSFGVVLWEIFTYGKQPWYQLSNTEAIDCITQGRELERPRACPPEVYAIMRGCWQREPQQRHSIKDVHARLQALAQAPPVYLDVLG. The pIC50 is 6.3. (2) The drug is O=C(c1ccc(OCCN2CCCCC2)cc1)c1c(-c2ccc(O)cc2)sc2cc(O)ccc12. The target protein sequence is MSLKNEPRVNTSALQKIAADMSNIIENLDTRELHFEGEEVDYDVSPSDPKIQEVYIPFSAIYNTQGFKEPNIQTYLSGCPIKAQVLEVERFTSTTRVPSINLYTIELTHGEFKWQVKRKFKHFQEFHRELLKYKAFIRIPIPTRRHTFRRQNVREEPREMPSLPRSSENMIREEQFLGRRKQLEDYLTKILKMPMYRNYHATTEFLDISQLSFIHDLGPKGIEGMIMKRSGGHRIPGLNCCGQGRACYRWSKRWLIVKDSFLLYMKPDSGAIAFVLLVDKEFKIKVGKKETETKYGIRIDNLSRTLILKCNSYRHARWWGGAIEEFIQKHGTNFLKDHRFGSYAAIQENALAKWYVNAKGYFEDVANAMEEANEEIFITDWWLSPEIFLKRPVVEGNRWRLDCILKRKAQQGVRIFIMLYKEVELALGINSEYTKRTLMRLHPNIKVMRHPDHVSSTVYLWAHHEKLVIIDQSVAFVGGIDLAYGRWDDNEHRLTDVGSV.... The pIC50 is 5.4. (3) The target protein (P48730) has sequence MELRVGNRYRLGRKIGSGSFGDIYLGTDIAAGEEVAIKLECVKTKHPQLHIESKIYKMMQGGVGIPTIRWCGAEGDYNVMVMELLGPSLEDLFNFCSRKFSLKTVLLLADQMISRIEYIHSKNFIHRDVKPDNFLMGLGKKGNLVYIIDFGLAKKYRDARTHQHIPYRENKNLTGTARYASINTHLGIEQSRRDDLESLGYVLMYFNLGSLPWQGLKAATKRQKYERISEKKMSTPIEVLCKGYPSEFATYLNFCRSLRFDDKPDYSYLRQLFRNLFHRQGFSYDYVFDWNMLKFGASRAADDAERERRDREERLRHSRNPATRGLPSTASGRLRGTQEVAPPTPLTPTSHTANTSPRPVSGMERERKVSMRLHRGAPVNISSSDLTGRQDTSRMSTSQIPGRVASSGLQSVVHR. The pIC50 is 8.0. The small molecule is COc1cccc(-c2nn3c(c2C(N)=O)CN(C(=O)NC(C)(C)C)CC3)c1. (4) The drug is c1ccc(-n2cccc2-c2nc(N3CC3)nc(N3CC3)n2)cc1. The target protein (P00817) has sequence MTYTTRQIGAKNTLEYKVYIEKDGKPVSAFHDIPLYADKENNIFNMVVEIPRWTNAKLEITKEETLNPIIQDTKKGKLRFVRNCFPHHGYIHNYGAFPQTWEDPNVSHPETKAVGDNDPIDVLEIGETIAYTGQVKQVKALGIMALLDEGETDWKVIAIDINDPLAPKLNDIEDVEKYFPGLLRATNEWFRIYKIPDGKPENQFAFSGEAKNKKYALDIIKETHDSWKQLIAGKSSDSKGIDLTNVTLPDTPTYSKAASDAIPPASPKADAPIDKSIDKWFFISGSV. The pIC50 is 3.5.